Dataset: Full USPTO retrosynthesis dataset with 1.9M reactions from patents (1976-2016). Task: Predict the reactants needed to synthesize the given product. (1) Given the product [O:13]=[C:12]1[N:8]([C:4]2[N:5]=[CH:6][N:7]=[C:2]([N:20]3[CH2:23][CH:22]([NH:24][C:25](=[O:31])[O:26][C:27]([CH3:29])([CH3:28])[CH3:30])[CH2:21]3)[CH:3]=2)[NH:9][CH:10]=[C:11]1[C:14]1[CH:15]=[N:16][CH:17]=[CH:18][CH:19]=1, predict the reactants needed to synthesize it. The reactants are: Cl[C:2]1[N:7]=[CH:6][N:5]=[C:4]([N:8]2[C:12](=[O:13])[C:11]([C:14]3[CH:15]=[N:16][CH:17]=[CH:18][CH:19]=3)=[CH:10][NH:9]2)[CH:3]=1.[NH:20]1[CH2:23][CH:22]([NH:24][C:25](=[O:31])[O:26][C:27]([CH3:30])([CH3:29])[CH3:28])[CH2:21]1. (2) Given the product [F:1][C:2]([F:30])([F:29])[C:3]1[CH:4]=[C:5]([C@H:13]2[O:17][C:16](=[O:18])[N:15]([CH2:19][C:20]3[C:25]([C:34]4[CH:35]=[C:36]([C:39]([CH3:43])([CH3:42])[CH2:40][OH:41])[CH:37]=[CH:38][C:33]=4[O:32][CH3:31])=[CH:24][CH:23]=[C:22]([Cl:27])[N:21]=3)[C@H:14]2[CH3:28])[CH:6]=[C:7]([C:9]([F:12])([F:11])[F:10])[CH:8]=1, predict the reactants needed to synthesize it. The reactants are: [F:1][C:2]([F:30])([F:29])[C:3]1[CH:4]=[C:5]([C@H:13]2[O:17][C:16](=[O:18])[N:15]([CH2:19][C:20]3[C:25](Br)=[CH:24][CH:23]=[C:22]([Cl:27])[N:21]=3)[C@H:14]2[CH3:28])[CH:6]=[C:7]([C:9]([F:12])([F:11])[F:10])[CH:8]=1.[CH3:31][O:32][C:33]1[CH:38]=[CH:37][C:36]([C:39]([CH3:43])([CH3:42])[CH2:40][OH:41])=[CH:35][C:34]=1B1OC(C)(C)C(C)(C)O1.C(=O)([O-])[O-].[K+].[K+]. (3) The reactants are: [C:1]([O:5][C:6]([NH:8][CH:9]([CH2:14][C:15]1[CH:20]=[C:19]([F:21])[C:18]([F:22])=[CH:17][C:16]=1[F:23])[CH2:10][C:11]([OH:13])=O)=[O:7])([CH3:4])([CH3:3])[CH3:2].C1C(C[C@@H](N)CC([N:38]2[CH2:50][C:42]3=[N:43][N:44]=[C:45]([C:46]([F:49])([F:48])[F:47])[N:41]3[CH2:40][CH2:39]2)=O)=C(F)C=C(F)C=1F.O.OP(O)(O)=O.CCN(C(C)C)C(C)C.Cl.FC(F)(F)C1N2CCNCC2=NN=1.ClC1C=CC(B(O)O)=CC=1.C(OC(C)C)(C)C. Given the product [C:1]([O:5][C:6](=[O:7])[NH:8][C@@H:9]([CH2:10][C:11](=[O:13])[N:38]1[CH2:39][CH2:40][N:41]2[C:45]([C:46]([F:49])([F:47])[F:48])=[N:44][N:43]=[C:42]2[CH2:50]1)[CH2:14][C:15]1[CH:20]=[C:19]([F:21])[C:18]([F:22])=[CH:17][C:16]=1[F:23])([CH3:2])([CH3:3])[CH3:4], predict the reactants needed to synthesize it.